From a dataset of Tyrosyl-DNA phosphodiesterase HTS with 341,365 compounds. Binary Classification. Given a drug SMILES string, predict its activity (active/inactive) in a high-throughput screening assay against a specified biological target. (1) The molecule is O1C(n2c3nc(nc(N)c3nc2)C#CCCCC)C(O)C(O)C1C(=O)NCC. The result is 0 (inactive). (2) The drug is S(=O)(=O)(c1c([N+]([O-])=O)cc(C(OCC(=O)N2CCCC2)=O)cc1)C. The result is 0 (inactive). (3) The compound is s1c(C(=O)C=2C(N(CCN3CCOCC3)C(=O)C2O)c2cc(OC)ccc2)c(nc1C)C. The result is 0 (inactive). (4) The molecule is n1(C(C)C)c2c(nc1)cc(NCc1n(c3c(n1)cccc3)C)cc2. The result is 0 (inactive). (5) The result is 1 (active). The drug is s1c2c(nc3c1cc(N(C)C)cc3)ccc(=[N+](/C)C)/c2. (6) The result is 0 (inactive). The molecule is O(C1CCN(CC1)C(=O)C)c1c(OC)cc(cc1)C(=O)NC(CCn1nccc1)C.